Predict the reactants needed to synthesize the given product. From a dataset of Full USPTO retrosynthesis dataset with 1.9M reactions from patents (1976-2016). (1) Given the product [Cl:1][C:2]1[C:3]([C:9]2[CH:10]=[N:11][CH:12]=[C:13]([O:15][CH2:16][C:17]3[CH:22]=[CH:21][CH:20]=[C:19]([F:23])[CH:18]=3)[CH:14]=2)=[CH:4][C:5]([NH:30][C@H:27]2[CH2:28][CH2:29][C@H:24]([NH2:31])[CH2:25][CH2:26]2)=[N:6][CH:7]=1, predict the reactants needed to synthesize it. The reactants are: [Cl:1][C:2]1[C:3]([C:9]2[CH:10]=[N:11][CH:12]=[C:13]([O:15][CH2:16][C:17]3[CH:22]=[CH:21][CH:20]=[C:19]([F:23])[CH:18]=3)[CH:14]=2)=[CH:4][C:5](F)=[N:6][CH:7]=1.[C@H:24]1([NH2:31])[CH2:29][CH2:28][C@H:27]([NH2:30])[CH2:26][CH2:25]1. (2) The reactants are: C([O:8][C:9]1[C:10]([F:22])=[C:11]([CH2:18][C:19](=O)[CH3:20])[C:12]([N+:15]([O-])=O)=[CH:13][CH:14]=1)C1C=CC=CC=1.FC1C(O)=CC=C([N+]([O-])=O)C=1CC(=O)C. Given the product [F:22][C:10]1[C:9]([OH:8])=[CH:14][CH:13]=[C:12]2[C:11]=1[CH:18]=[C:19]([CH3:20])[NH:15]2, predict the reactants needed to synthesize it. (3) Given the product [OH:34][C:31]1[CH:32]=[CH:33][C:28]([C:11]2[CH2:16][CH2:15][CH:14]([NH:17][C:18](=[O:27])[CH2:19][CH2:20][C:21]3[CH:22]=[CH:23][CH:24]=[CH:25][CH:26]=3)[CH2:13][CH:12]=2)=[N:29][CH:30]=1, predict the reactants needed to synthesize it. The reactants are: C(N(S(F)(F)F)CC)C.O[C:11]1([C:28]2[CH:33]=[CH:32][C:31]([OH:34])=[CH:30][N:29]=2)[CH2:16][CH2:15][CH:14]([NH:17][C:18](=[O:27])[CH2:19][CH2:20][C:21]2[CH:26]=[CH:25][CH:24]=[CH:23][CH:22]=2)[CH2:13][CH2:12]1. (4) Given the product [CH:14]1([C:20]([NH:1][C@H:2]([C:11]([OH:13])=[O:12])[CH2:3][C:4]2[CH:5]=[CH:6][C:7]([O:10][C:20]([CH:14]3[CH2:19][CH2:18][CH2:17][CH2:16][CH2:15]3)=[O:21])=[CH:8][CH:9]=2)=[O:21])[CH2:19][CH2:18][CH2:17][CH2:16][CH2:15]1, predict the reactants needed to synthesize it. The reactants are: [NH2:1][C@H:2]([C:11]([OH:13])=[O:12])[CH2:3][C:4]1[CH:9]=[CH:8][C:7]([OH:10])=[CH:6][CH:5]=1.[CH:14]1([C:20](Cl)=[O:21])[CH2:19][CH2:18][CH2:17][CH2:16][CH2:15]1.Cl. (5) Given the product [CH:1]1([N:5]2[CH2:6][CH2:7][CH:8]([CH2:11][CH:12]3[CH2:17][CH2:16][N:15]([C:19]4[N:20]=[CH:21][C:22]([C:25]([O:27][CH3:28])=[O:26])=[N:23][CH:24]=4)[CH2:14][CH2:13]3)[CH2:9][CH2:10]2)[CH2:4][CH2:3][CH2:2]1, predict the reactants needed to synthesize it. The reactants are: [CH:1]1([N:5]2[CH2:10][CH2:9][CH:8]([CH2:11][CH:12]3[CH2:17][CH2:16][NH:15][CH2:14][CH2:13]3)[CH2:7][CH2:6]2)[CH2:4][CH2:3][CH2:2]1.Cl[C:19]1[N:20]=[CH:21][C:22]([C:25]([O:27][CH3:28])=[O:26])=[N:23][CH:24]=1.C(=O)([O-])[O-].[K+].[K+].